The task is: Predict the reactants needed to synthesize the given product.. This data is from Full USPTO retrosynthesis dataset with 1.9M reactions from patents (1976-2016). Given the product [F:21][C:2]1([F:1])[O:6][C:5]2[CH:7]=[CH:8][C:9]([N:11]3[CH:15]=[C:14]([CH3:16])[S:13][C:12]3=[NH:17])=[CH:10][C:4]=2[O:3]1, predict the reactants needed to synthesize it. The reactants are: [F:1][C:2]1([F:21])[O:6][C:5]2[CH:7]=[CH:8][C:9]([N:11]3[CH2:15][C:14](=[CH2:16])[S:13]/[C:12]/3=[N:17]\C(=O)C)=[CH:10][C:4]=2[O:3]1.Cl.